This data is from Catalyst prediction with 721,799 reactions and 888 catalyst types from USPTO. The task is: Predict which catalyst facilitates the given reaction. (1) Reactant: [CH3:1][O:2][C:3]1[CH:4]=[CH:5][C:6]([CH3:10])=[N+:7]([O-:9])[CH:8]=1.[N+:11]([O-])([OH:13])=[O:12]. Product: [CH3:1][O:2][C:3]1[C:4]([N+:11]([O-:13])=[O:12])=[CH:5][C:6]([CH3:10])=[N+:7]([O-:9])[CH:8]=1. The catalyst class is: 15. (2) Reactant: [C:1]([C:5]1[CH:20]=[CH:19][CH:18]=[CH:17][C:6]=1[O:7][C:8]1[N:13]=[C:12]([NH:14][CH3:15])[CH:11]=[CH:10][C:9]=1[NH2:16])([CH3:4])([CH3:3])[CH3:2].[C:21](C1NC=CN=1)(C1NC=CN=1)=[S:22]. Product: [C:1]([C:5]1[CH:20]=[CH:19][CH:18]=[CH:17][C:6]=1[O:7][C:8]1[N:13]=[C:12]([NH:14][CH3:15])[CH:11]=[CH:10][C:9]=1[N:16]=[C:21]=[S:22])([CH3:4])([CH3:2])[CH3:3]. The catalyst class is: 2.